Dataset: Full USPTO retrosynthesis dataset with 1.9M reactions from patents (1976-2016). Task: Predict the reactants needed to synthesize the given product. (1) Given the product [F:1][C:2]([F:22])([C:16]1[CH:21]=[CH:20][CH:19]=[CH:18][CH:17]=1)[CH2:3][O:4][C:5]1[CH:10]=[CH:9][C:8]([CH2:11][CH2:12][NH2:14])=[CH:7][C:6]=1[CH3:15], predict the reactants needed to synthesize it. The reactants are: [F:1][C:2]([F:22])([C:16]1[CH:21]=[CH:20][CH:19]=[CH:18][CH:17]=1)[CH2:3][O:4][C:5]1[CH:10]=[CH:9][C:8]([CH2:11][C:12]([NH2:14])=O)=[CH:7][C:6]=1[CH3:15].Cl.[OH-].[Na+]. (2) Given the product [Cl:13][C:11]1[C:10]([C:14]([F:17])([F:16])[F:15])=[CH:9][N:8]=[C:7]([NH:24][C:22]2[CH:21]=[N:20][N:19]([CH3:18])[CH:23]=2)[N:12]=1, predict the reactants needed to synthesize it. The reactants are: CCOCC.Cl[C:7]1[N:12]=[C:11]([Cl:13])[C:10]([C:14]([F:17])([F:16])[F:15])=[CH:9][N:8]=1.[CH3:18][N:19]1[CH:23]=[C:22]([NH2:24])[CH:21]=[N:20]1.CCN(CC)CC. (3) Given the product [CH3:1][O:2][C:3]([C:5]1[N:6]([CH2:25][C:26]2[CH:31]=[CH:30][CH:29]=[CH:28][CH:27]=2)[C:7](=[O:24])[C:8]2[C:13]([C:14]=1[C:42]1[CH:43]=[CH:44][C:39]([F:38])=[CH:40][CH:41]=1)=[CH:12][C:11]([Cl:23])=[CH:10][CH:9]=2)=[O:4], predict the reactants needed to synthesize it. The reactants are: [CH3:1][O:2][C:3]([C:5]1[N:6]([CH2:25][C:26]2[CH:31]=[CH:30][CH:29]=[CH:28][CH:27]=2)[C:7](=[O:24])[C:8]2[C:13]([C:14]=1OS(C(F)(F)F)(=O)=O)=[CH:12][C:11]([Cl:23])=[CH:10][CH:9]=2)=[O:4].C(=O)([O-])[O-].[Na+].[Na+].[F:38][C:39]1[CH:44]=[CH:43][C:42](B(O)O)=[CH:41][CH:40]=1.C1(C)C=CC=CC=1. (4) Given the product [Cl:16][C:13]1[CH:14]=[CH:15][C:10]([N:9]2[C:7](=[O:8])[C:3]3[N:4]=[CH:5][S:6][C:2]=3[N:1]=[C:22]2[CH2:21][CH:20]([CH3:25])[CH2:19][C:18]([F:27])([F:26])[F:17])=[CH:11][CH:12]=1, predict the reactants needed to synthesize it. The reactants are: [NH2:1][C:2]1[S:6][CH:5]=[N:4][C:3]=1[C:7]([NH:9][C:10]1[CH:15]=[CH:14][C:13]([Cl:16])=[CH:12][CH:11]=1)=[O:8].[F:17][C:18]([F:27])([F:26])[CH2:19][CH:20]([CH3:25])[CH2:21][C:22](O)=O. (5) Given the product [Br:1][C:2]1[C:3]2=[CH:7][NH:8][C:9](=[O:17])[CH:10]=[C:4]2[S:5][CH:6]=1, predict the reactants needed to synthesize it. The reactants are: [Br:1][C:2]1[C:3]([CH2:7][NH:8][C:9](=[O:17])[CH:10](OCC)COC)=[CH:4][S:5][CH:6]=1.Br. (6) The reactants are: CC1(C)C(C)(C)OB([C:9]2[CH:18]=[CH:17][C:16]3[C:11](=[CH:12][CH:13]=[CH:14][CH:15]=3)[CH:10]=2)O1.Br[C:21]1[CH:26]=[CH:25][C:24]([S:27]([N:30]2[CH2:44][CH2:43][C:33]3([O:38][CH2:37][C:36](=[O:39])[N:35]([CH:40]4[CH2:42][CH2:41]4)[CH2:34]3)[CH2:32][CH2:31]2)(=[O:29])=[O:28])=[CH:23][CH:22]=1. Given the product [CH:40]1([N:35]2[CH2:34][C:33]3([CH2:43][CH2:44][N:30]([S:27]([C:24]4[CH:23]=[CH:22][C:21]([C:9]5[CH:18]=[CH:17][C:16]6[C:11](=[CH:12][CH:13]=[CH:14][CH:15]=6)[CH:10]=5)=[CH:26][CH:25]=4)(=[O:28])=[O:29])[CH2:31][CH2:32]3)[O:38][CH2:37][C:36]2=[O:39])[CH2:41][CH2:42]1, predict the reactants needed to synthesize it. (7) Given the product [F:1][C:2]1[CH:7]=[C:6]([F:8])[CH:5]=[CH:4][C:3]=1[C:9]1[N:10]2[C:15]([CH:16]=[CH:17][CH:18]=1)=[C:14]([C:19]1[CH:20]=[C:21]([C:22]3[O:23][N:48]=[C:46]([CH3:47])[N:45]=3)[CH:25]=[CH:26][C:27]=1[F:28])[C:13](=[O:29])[CH:12]=[CH:11]2, predict the reactants needed to synthesize it. The reactants are: [F:1][C:2]1[CH:7]=[C:6]([F:8])[CH:5]=[CH:4][C:3]=1[C:9]1[N:10]2[C:15]([CH:16]=[CH:17][CH:18]=1)=[C:14]([C:19]1[CH:20]=[C:21]([CH:25]=[CH:26][C:27]=1[F:28])[C:22](O)=[O:23])[C:13](=[O:29])[CH:12]=[CH:11]2.C(Cl)CCl.C1C=CC2N(O)N=NC=2C=1.O[N:45]=[C:46]([NH2:48])[CH3:47]. (8) Given the product [CH2:40]([O:39][CH2:38][C@H:20]([NH:19][C:16](=[O:18])[CH2:15][N:12]1[CH2:11][CH2:10][N:9]([C:7]([CH:3]2[CH2:4][CH2:5][CH2:6][O:2]2)=[O:8])[CH2:14][CH2:13]1)[C:21]([NH:23][C:24]1[CH:29]=[CH:28][C:27]([O:30][C:31]2[CH:36]=[CH:35][C:34]([F:37])=[CH:33][CH:32]=2)=[CH:26][CH:25]=1)=[O:22])[C:41]1[CH:46]=[CH:45][CH:44]=[CH:43][CH:42]=1, predict the reactants needed to synthesize it. The reactants are: Cl.[O:2]1[CH2:6][CH2:5][CH2:4][CH:3]1[C:7]([N:9]1[CH2:14][CH2:13][N:12]([CH2:15][C:16]([OH:18])=O)[CH2:11][CH2:10]1)=[O:8].[NH2:19][C@@H:20]([CH2:38][O:39][CH2:40][C:41]1[CH:46]=[CH:45][CH:44]=[CH:43][CH:42]=1)[C:21]([NH:23][C:24]1[CH:29]=[CH:28][C:27]([O:30][C:31]2[CH:36]=[CH:35][C:34]([F:37])=[CH:33][CH:32]=2)=[CH:26][CH:25]=1)=[O:22].